This data is from Reaction yield outcomes from USPTO patents with 853,638 reactions. The task is: Predict the reaction yield, written as a fraction of the theoretical maximum amount of product (1.0 means a 100% yield; for example, 0.34 means a 34% yield). (1) The reactants are [C:1]([C:3]1[CH2:7][C:6]2([CH2:12][CH2:11]N(C3C([N+]([O-])=O)=CC=C(C)N=3)[CH2:9][CH2:8]2)[O:5][N:4]=1)#[CH:2].[O:23]1[CH:27]=[CH:26][CH:25]=[C:24]1[C:28](Cl)=[O:29].C(N(CC)CC)C.[OH2:38].[CH2:39]1[CH2:43][O:42][CH2:41]C1. The catalyst is C1C=CC(P(C2C=CC=CC=2)C2C=CC=CC=2)=CC=1.C1C=CC(P(C2C=CC=CC=2)C2C=CC=CC=2)=CC=1.Cl[Pd]Cl.[Cu]I. The product is [O:23]1[CH:27]=[CH:26][CH:25]=[C:24]1[C:28](=[O:29])[C:2]#[C:1][C:3]1[CH2:7][C:6]2([CH2:8][CH2:9][C:41]3([O:42][CH2:43][CH2:39][O:38]3)[CH2:11][CH2:12]2)[O:5][N:4]=1. The yield is 0.234. (2) The reactants are [C:1]1([C:7]2[C:11]([C:12]([F:15])([F:14])[F:13])=[C:10]([C:16]3[NH:17][N:18]=[C:19]4[C:24]=3[CH2:23][CH2:22][C:21]3[CH:25]=[C:26]([CH:29]=C)[CH:27]=[CH:28][C:20]4=3)[O:9][N:8]=2)[CH:6]=[CH:5][CH:4]=[CH:3][CH:2]=1.C[N+]1([O-])CC[O:35]CC1.I([O-])(=O)(=O)=O.[Na+]. The catalyst is C1COCC1.O.[Os](=O)(=O)(=O)=O. The product is [C:1]1([C:7]2[C:11]([C:12]([F:13])([F:14])[F:15])=[C:10]([C:16]3[NH:17][N:18]=[C:19]4[C:24]=3[CH2:23][CH2:22][C:21]3[CH:25]=[C:26]([CH:29]=[O:35])[CH:27]=[CH:28][C:20]4=3)[O:9][N:8]=2)[CH:6]=[CH:5][CH:4]=[CH:3][CH:2]=1. The yield is 1.00. (3) The reactants are C(O)=O.[Cl:4][C:5]1[CH:10]=[CH:9][CH:8]=[C:7]([Cl:11])[C:6]=1[C:12]1[C:16]([CH2:17][O:18][CH:19]2[CH2:24][CH2:23][N:22]([C:25]3[CH:33]=[C:32]4[C:28]([C:29]([C:35]([O:37]C(C)(C)C)=[O:36])=[CH:30][N:31]4[CH3:34])=[CH:27][CH:26]=3)[CH2:21][CH2:20]2)=[C:15]([CH:42]2[CH2:44][CH2:43]2)[O:14][N:13]=1. The catalyst is O. The product is [CH:42]1([C:15]2[O:14][N:13]=[C:12]([C:6]3[C:5]([Cl:4])=[CH:10][CH:9]=[CH:8][C:7]=3[Cl:11])[C:16]=2[CH2:17][O:18][CH:19]2[CH2:24][CH2:23][N:22]([C:25]3[CH:33]=[C:32]4[C:28]([C:29]([C:35]([OH:37])=[O:36])=[CH:30][N:31]4[CH3:34])=[CH:27][CH:26]=3)[CH2:21][CH2:20]2)[CH2:43][CH2:44]1. The yield is 0.730. (4) The reactants are [CH3:1][N:2]1[C:10]2[C:5](=[CH:6][CH:7]=[C:8]([NH2:11])[CH:9]=2)[CH:4]=[CH:3]1.[C:12](Cl)(=[O:16])[CH:13]([CH3:15])[CH3:14].C(OCC)(=O)C. The catalyst is N1C=CC=CC=1. The product is [CH3:1][N:2]1[C:10]2[C:5](=[CH:6][CH:7]=[C:8]([NH:11][C:12](=[O:16])[CH:13]([CH3:15])[CH3:14])[CH:9]=2)[CH:4]=[CH:3]1. The yield is 0.360.